From a dataset of Reaction yield outcomes from USPTO patents with 853,638 reactions. Predict the reaction yield, written as a fraction of the theoretical maximum amount of product (1.0 means a 100% yield; for example, 0.34 means a 34% yield). (1) The reactants are [C:1]([O:4][C:5]1[CH:13]=[CH:12][C:11]([Cl:14])=[CH:10][C:6]=1[C:7]([OH:9])=O)(=[O:3])[CH3:2].[NH2:15][N:16]1[CH:21]=[CH:20][CH:19]=[CH:18][NH:17]1. No catalyst specified. The product is [C:1]([O:4][C:5]1[CH:13]=[CH:12][C:11]([Cl:14])=[CH:10][C:6]=1[C:7]([NH:15][N:16]1[CH:21]=[CH:20][CH:19]=[CH:18][NH:17]1)=[O:9])(=[O:3])[CH3:2]. The yield is 0.197. (2) The reactants are CO.[CH2:3]([O:10][C:11]1[N:16]=[CH:15][C:14]([CH:17]=[O:18])=[CH:13][CH:12]=1)[C:4]1[CH:9]=[CH:8][CH:7]=[CH:6][CH:5]=1.[BH4-].[Na+]. The catalyst is O. The product is [CH2:3]([O:10][C:11]1[N:16]=[CH:15][C:14]([CH2:17][OH:18])=[CH:13][CH:12]=1)[C:4]1[CH:5]=[CH:6][CH:7]=[CH:8][CH:9]=1. The yield is 0.911. (3) The reactants are C(N([CH2:8][CH3:9])C(C)C)(C)C.[OH:10][C:11]1[CH:18]=[C:17]([OH:19])[CH:16]=[CH:15][C:12]=1[CH:13]=[O:14].[CH2:20]([O:22][CH2:23]Cl)[CH3:21].CN(C)[CH:27]=[O:28]. No catalyst specified. The product is [CH2:20]([O:22][CH2:23][O:10][C:11]1[CH:18]=[C:17]([O:19][CH2:27][O:28][CH2:8][CH3:9])[CH:16]=[CH:15][C:12]=1[CH:13]=[O:14])[CH3:21]. The yield is 0.990. (4) The reactants are [CH2:1]([NH:8][C:9]([C:11]1[C:12](=[O:22])[N:13]([CH2:18][CH2:19][CH2:20][CH3:21])[CH:14]=[C:15](I)[CH:16]=1)=[O:10])[C:2]1[CH:7]=[CH:6][CH:5]=[CH:4][CH:3]=1.[C:23]1([C:29]#[CH:30])[CH:28]=[CH:27][CH:26]=[CH:25][CH:24]=1.C(N(CC)CC)C.[Cl-].[NH4+]. The catalyst is CN(C=O)C.Cl[Pd](Cl)([P](C1C=CC=CC=1)(C1C=CC=CC=1)C1C=CC=CC=1)[P](C1C=CC=CC=1)(C1C=CC=CC=1)C1C=CC=CC=1.[Cu]I.C(OCC)(=O)C. The product is [CH2:1]([NH:8][C:9]([C:11]1[C:12](=[O:22])[N:13]([CH2:18][CH2:19][CH2:20][CH3:21])[CH:14]=[C:15]([C:30]#[C:29][C:23]2[CH:28]=[CH:27][CH:26]=[CH:25][CH:24]=2)[CH:16]=1)=[O:10])[C:2]1[CH:7]=[CH:6][CH:5]=[CH:4][CH:3]=1. The yield is 0.890. (5) The reactants are [H-].[Na+].[NH2:3][C@@H:4]1[C:13]2[C:8](=[CH:9][CH:10]=[CH:11][CH:12]=2)[C@H:7]([OH:14])[CH2:6][CH2:5]1.[CH2:15]([N:18]([CH2:29][CH:30]=[CH2:31])[C:19]1[N:23]2[CH:24]=[C:25](F)[CH:26]=[CH:27][C:22]2=[N:21][N:20]=1)[CH:16]=[CH2:17]. The catalyst is CN(C=O)C. The product is [NH2:3][C@@H:4]1[C:13]2[C:8](=[CH:9][CH:10]=[CH:11][CH:12]=2)[C@H:7]([O:14][C:25]2[CH:26]=[CH:27][C:22]3[N:23]([C:19]([N:18](/[CH:29]=[CH:30]/[CH3:31])/[CH:15]=[CH:16]/[CH3:17])=[N:20][N:21]=3)[CH:24]=2)[CH2:6][CH2:5]1. The yield is 0.610. (6) The reactants are [NH2:1][C:2]1[C:10]([CH3:11])=[CH:9][C:8]([Br:12])=[CH:7][C:3]=1[C:4]([OH:6])=[O:5].[C:13](=O)([O-])[O-].[Cs+].[Cs+].IC. The catalyst is CN(C=O)C.O. The product is [NH2:1][C:2]1[C:10]([CH3:11])=[CH:9][C:8]([Br:12])=[CH:7][C:3]=1[C:4]([O:6][CH3:13])=[O:5]. The yield is 0.800. (7) The reactants are [CH3:1][C:2]1[C:11]([C:12]2[S:13][C:14]([C:23]3[N:27]=[CH:26][N:25]([CH:28]4[CH2:33][CH2:32][CH2:31][CH2:30][O:29]4)[N:24]=3)=[C:15]([C:17]3[CH:22]=[CH:21][CH:20]=[CH:19][CH:18]=3)[N:16]=2)=[C:5]2[CH:6]=[C:7]([OH:10])[CH:8]=[CH:9][N:4]2[N:3]=1.C(=O)([O-])[O-].[K+].[K+].Cl[CH2:41][CH2:42][N:43]1[CH2:48][CH2:47][C:46]([F:50])([F:49])[CH2:45][CH2:44]1. No catalyst specified. The product is [F:49][C:46]1([F:50])[CH2:47][CH2:48][N:43]([CH2:42][CH2:41][O:10][C:7]2[CH:8]=[CH:9][N:4]3[N:3]=[C:2]([CH3:1])[C:11]([C:12]4[S:13][C:14]([C:23]5[N:27]=[CH:26][N:25]([CH:28]6[CH2:33][CH2:32][CH2:31][CH2:30][O:29]6)[N:24]=5)=[C:15]([C:17]5[CH:22]=[CH:21][CH:20]=[CH:19][CH:18]=5)[N:16]=4)=[C:5]3[CH:6]=2)[CH2:44][CH2:45]1. The yield is 0.910. (8) The reactants are [Br:1][C:2]1[CH:3]=[C:4]([CH:6]=[C:7]([F:9])[CH:8]=1)[NH2:5].[C:10](Cl)(=[O:19])[CH:11]=[CH:12][C:13]1[CH:18]=[CH:17][CH:16]=[CH:15][CH:14]=1.N1C(C)=CC=CC=1C.BrC1C=C(NC(=O)/C=C/C2C=CC=CC=2)C=CC=1. No catalyst specified. The product is [Br:1][C:2]1[CH:3]=[C:4]([NH:5][C:10](=[O:19])/[CH:11]=[CH:12]/[C:13]2[CH:18]=[CH:17][CH:16]=[CH:15][CH:14]=2)[CH:6]=[C:7]([F:9])[CH:8]=1. The yield is 0.850. (9) The reactants are [NH2:1][C:2]1[N:10]=[CH:9][N:8]=[C:7]2[C:3]=1[N:4]=[CH:5][N:6]2[C@H:11]1[C@@H:15]2[O:16][C:17]([CH3:20])([CH3:19])[O:18][C@@H:14]2[C@@H:13]([CH2:21][N:22]([CH3:39])[CH:23]2[CH2:26][CH:25]([CH2:27][CH2:28][C:29]([O:31]CC3C=CC=CC=3)=[O:30])[CH2:24]2)[O:12]1. The catalyst is C(O)C.[Pd]. The product is [NH2:1][C:2]1[N:10]=[CH:9][N:8]=[C:7]2[C:3]=1[N:4]=[CH:5][N:6]2[C@H:11]1[C@@H:15]2[O:16][C:17]([CH3:20])([CH3:19])[O:18][C@@H:14]2[C@@H:13]([CH2:21][N:22]([CH3:39])[CH:23]2[CH2:26][CH:25]([CH2:27][CH2:28][C:29]([OH:31])=[O:30])[CH2:24]2)[O:12]1. The yield is 0.860. (10) The reactants are [Br:1][C:2]1[CH:3]=[N:4][N:5]([CH2:15][CH3:16])[C:6]=1[C:7]1[CH:8]=[C:9]([C:12]([OH:14])=O)[S:10][CH:11]=1.[NH2:17][C@@H:18]([CH2:31][C:32]1[CH:37]=[CH:36][CH:35]=[CH:34][C:33]=1[C:38]([F:41])([F:40])[F:39])[CH2:19][N:20]1[C:28](=[O:29])[C:27]2[C:22](=[CH:23][CH:24]=[CH:25][CH:26]=2)[C:21]1=[O:30].CCN(C(C)C)C(C)C.C1CN([P+](Br)(N2CCCC2)N2CCCC2)CC1.F[P-](F)(F)(F)(F)F. The catalyst is C(Cl)Cl. The product is [Br:1][C:2]1[CH:3]=[N:4][N:5]([CH2:15][CH3:16])[C:6]=1[C:7]1[CH:8]=[C:9]([C:12]([NH:17][C@@H:18]([CH2:31][C:32]2[CH:37]=[CH:36][CH:35]=[CH:34][C:33]=2[C:38]([F:41])([F:39])[F:40])[CH2:19][N:20]2[C:28](=[O:29])[C:27]3[C:22](=[CH:23][CH:24]=[CH:25][CH:26]=3)[C:21]2=[O:30])=[O:14])[S:10][CH:11]=1. The yield is 0.860.